From a dataset of Reaction yield outcomes from USPTO patents with 853,638 reactions. Predict the reaction yield, written as a fraction of the theoretical maximum amount of product (1.0 means a 100% yield; for example, 0.34 means a 34% yield). (1) The product is [Si:1]([O:8][CH2:9][C:10]1([CH3:38])[S:16][CH2:15][CH2:14][N:13]2[C:17]([C:20]3([C:23]4[CH:24]=[CH:25][C:26]([C:40]5[CH:45]=[CH:44][C:43]([F:46])=[CH:42][N:41]=5)=[CH:27][CH:28]=4)[CH2:22][CH2:21]3)=[N:18][N:19]=[C:12]2[CH2:11]1)([C:4]([CH3:6])([CH3:5])[CH3:7])([CH3:3])[CH3:2]. The catalyst is C(COC)OC.O.C1C=CC([P]([Pd]([P](C2C=CC=CC=2)(C2C=CC=CC=2)C2C=CC=CC=2)([P](C2C=CC=CC=2)(C2C=CC=CC=2)C2C=CC=CC=2)[P](C2C=CC=CC=2)(C2C=CC=CC=2)C2C=CC=CC=2)(C2C=CC=CC=2)C2C=CC=CC=2)=CC=1. The reactants are [Si:1]([O:8][CH2:9][C:10]1([CH3:38])[S:16][CH2:15][CH2:14][N:13]2[C:17]([C:20]3([C:23]4[CH:28]=[CH:27][C:26](B5OC(C)(C)C(C)(C)O5)=[CH:25][CH:24]=4)[CH2:22][CH2:21]3)=[N:18][N:19]=[C:12]2[CH2:11]1)([C:4]([CH3:7])([CH3:6])[CH3:5])([CH3:3])[CH3:2].Br[C:40]1[CH:45]=[CH:44][C:43]([F:46])=[CH:42][N:41]=1.C(=O)([O-])[O-].[K+].[K+].C(=O)([O-])O.[Na+]. The yield is 0.730. (2) The reactants are OCC(CO)O.C([O:14][CH2:15][CH:16]([CH2:19][O:20][Si:21]([C:24]([CH3:27])([CH3:26])[CH3:25])([CH3:23])[CH3:22])[O:17][CH3:18])C1C=CC=CC=1. The catalyst is [Pd].CO. The product is [Si:21]([O:20][CH2:19][CH:16]([CH2:15][OH:14])[O:17][CH3:18])([C:24]([CH3:27])([CH3:26])[CH3:25])([CH3:23])[CH3:22]. The yield is 0.990. (3) The product is [Br:16][C:15]1[S:14][C:13]([S:17]([N:21]2[CH2:26][CH2:25][O:24][CH2:23][CH2:22]2)(=[O:19])=[O:18])=[CH:12][C:11]=1[C:7]1[S:6][C:5]([NH:4][C:1](=[O:3])[CH3:2])=[N:9][C:8]=1[CH3:10]. The reactants are [C:1]([NH:4][C:5]1[S:6][C:7]([C:11]2[CH:12]=[C:13]([S:17](Cl)(=[O:19])=[O:18])[S:14][C:15]=2[Br:16])=[C:8]([CH3:10])[N:9]=1)(=[O:3])[CH3:2].[NH:21]1[CH2:26][CH2:25][O:24][CH2:23][CH2:22]1.CCN(C(C)C)C(C)C. The catalyst is C(Cl)Cl. The yield is 0.770.